From a dataset of Forward reaction prediction with 1.9M reactions from USPTO patents (1976-2016). Predict the product of the given reaction. Given the reactants [CH3:1][NH:2][CH3:3].C[Al](C)C.[O:8]1[CH2:13][CH2:12][CH2:11][CH2:10][CH:9]1[O:14][CH:15]1[CH2:17][CH:16]1[C:18]([O:20]CC)=O.Cl, predict the reaction product. The product is: [CH3:1][N:2]([CH3:3])[C:18]([CH:16]1[CH2:17][CH:15]1[O:14][CH:9]1[CH2:10][CH2:11][CH2:12][CH2:13][O:8]1)=[O:20].